This data is from Full USPTO retrosynthesis dataset with 1.9M reactions from patents (1976-2016). The task is: Predict the reactants needed to synthesize the given product. (1) Given the product [C:1]([O:4][C@@H:5]1[C@@H:10]([O:11][C:12](=[O:14])[CH3:13])[C@H:9]([O:15][C:16](=[O:18])[CH3:17])[C@@H:8]([CH2:19][O:20][C:21](=[O:23])[CH3:22])[O:7][C@H:6]1[C:24]1[CH:29]=[CH:28][C:27]([CH3:30])=[C:26]([CH2:31][C:32]2[S:33][C:34]([C:43]3[CH:44]=[N:45][CH:46]=[N:47][CH:48]=3)=[CH:35][CH:36]=2)[CH:25]=1)(=[O:3])[CH3:2], predict the reactants needed to synthesize it. The reactants are: [C:1]([O:4][C@@H:5]1[C@@H:10]([O:11][C:12](=[O:14])[CH3:13])[C@H:9]([O:15][C:16](=[O:18])[CH3:17])[C@@H:8]([CH2:19][O:20][C:21](=[O:23])[CH3:22])[O:7][C@H:6]1[C:24]1[CH:29]=[CH:28][C:27]([CH3:30])=[C:26]([CH2:31][C:32]2[S:33][C:34](Cl)=[CH:35][CH:36]=2)[CH:25]=1)(=[O:3])[CH3:2].C([Sn](CCCC)(CCCC)[C:43]1[CH:44]=[N:45][CH:46]=[N:47][CH:48]=1)CCC.C(P(C(C)(C)C)C(C)(C)C)(C)(C)C.F[B-](F)(F)F.[H+].[F-].[Cs+]. (2) The reactants are: Cl[C:2]1[C:3]([NH2:8])=[CH:4][N:5]=[N:6][CH:7]=1.[F:9][C:10]1([F:22])[CH2:14][CH2:13][N:12]([CH2:15][CH:16]2[CH2:21][CH2:20][NH:19][CH2:18][CH2:17]2)[CH2:11]1. Given the product [F:22][C:10]1([F:9])[CH2:14][CH2:13][N:12]([CH2:15][CH:16]2[CH2:21][CH2:20][N:19]([C:2]3[C:3]([NH2:8])=[CH:4][N:5]=[N:6][CH:7]=3)[CH2:18][CH2:17]2)[CH2:11]1, predict the reactants needed to synthesize it. (3) Given the product [Cl:12][C:9]1[C:10]2[C:5](=[CH:4][CH:3]=[C:2]([B:13]([OH:18])[OH:14])[CH:11]=2)[CH:6]=[CH:7][N:8]=1, predict the reactants needed to synthesize it. The reactants are: Br[C:2]1[CH:11]=[C:10]2[C:5]([CH:6]=[CH:7][N:8]=[C:9]2[Cl:12])=[CH:4][CH:3]=1.[B:13](OC(C)C)([O:18]C(C)C)[O:14]C(C)C.C([Li])CCC. (4) Given the product [CH3:26][C:25]([CH3:28])([CH3:27])[C:24]([O:23][NH:22][C@@H:21]1[C:30](=[O:32])[NH:11][C:12]2[C:17]([F:18])=[CH:16][CH:15]=[CH:14][C:13]=2[S:19][CH2:20]1)=[O:29], predict the reactants needed to synthesize it. The reactants are: C(P(=O)(OCC)OCC)#N.[NH2:11][C:12]1[C:17]([F:18])=[CH:16][CH:15]=[CH:14][C:13]=1[S:19][CH2:20][C@@H:21]([C:30]([OH:32])=O)[NH:22][O:23][C:24](=[O:29])[C:25]([CH3:28])([CH3:27])[CH3:26].CN(C=O)C.